From a dataset of Forward reaction prediction with 1.9M reactions from USPTO patents (1976-2016). Predict the product of the given reaction. (1) Given the reactants [F:1][C:2]1[CH:3]=[C:4]([OH:12])[C:5](=[CH:10][CH:11]=1)[C:6]([O:8][CH3:9])=[O:7].[CH3:13][N:14]([CH3:18])[C:15](Cl)=[S:16].N12CCN(CC1)CC2.C(OCC)(=O)C, predict the reaction product. The product is: [CH3:13][N:14]([CH3:18])[C:15]([O:12][C:4]1[CH:3]=[C:2]([F:1])[CH:11]=[CH:10][C:5]=1[C:6]([O:8][CH3:9])=[O:7])=[S:16]. (2) The product is: [C:2]([C@@H:3]([NH:23][C:24]([C:26]1([NH:32][C:33](=[O:39])[O:34][C:35]([CH3:37])([CH3:36])[CH3:38])[CH2:31][CH2:30][O:29][CH2:28][CH2:27]1)=[O:25])[CH2:4][C:5]1[CH:10]=[CH:9][C:8]([C:11]2[CH:12]=[CH:13][C:14]3[N:19]([CH3:20])[C:18](=[O:21])[CH2:17][S:16][C:15]=3[CH:22]=2)=[CH:7][CH:6]=1)#[N:1]. Given the reactants [NH2:1][C:2](=O)[C@@H:3]([NH:23][C:24]([C:26]1([NH:32][C:33](=[O:39])[O:34][C:35]([CH3:38])([CH3:37])[CH3:36])[CH2:31][CH2:30][O:29][CH2:28][CH2:27]1)=[O:25])[CH2:4][C:5]1[CH:10]=[CH:9][C:8]([C:11]2[CH:12]=[CH:13][C:14]3[N:19]([CH3:20])[C:18](=[O:21])[CH2:17][S:16][C:15]=3[CH:22]=2)=[CH:7][CH:6]=1.CC[N+](S(N=C(OC)[O-])(=O)=O)(CC)CC, predict the reaction product. (3) Given the reactants [F:1][C:2]([F:14])([F:13])[C:3]1[CH:8]=[CH:7][C:6]([CH2:9][C:10]([OH:12])=O)=[CH:5][CH:4]=1.[F:15][C:16]1[CH:21]=[CH:20][C:19]([N:22]2[C:30]3[CH2:29][CH2:28][CH2:27][NH:26][C:25]=3[CH:24]=[N:23]2)=[CH:18][CH:17]=1, predict the reaction product. The product is: [F:15][C:16]1[CH:17]=[CH:18][C:19]([N:22]2[C:30]3[CH2:29][CH2:28][CH2:27][N:26]([C:10](=[O:12])[CH2:9][C:6]4[CH:5]=[CH:4][C:3]([C:2]([F:1])([F:14])[F:13])=[CH:8][CH:7]=4)[C:25]=3[CH:24]=[N:23]2)=[CH:20][CH:21]=1. (4) Given the reactants [C:1](=[O:30])([O:5][CH2:6][O:7][C:8](=[O:29])[CH2:9][CH2:10][CH2:11][CH:12]([P:21]([O:26][CH2:27][CH3:28])([O:23][CH2:24][CH3:25])=[O:22])[P:13]([O:18][CH2:19][CH3:20])([O:15][CH2:16][CH3:17])=[O:14])SCC.S(Cl)([Cl:34])(=O)=O, predict the reaction product. The product is: [CH2:16]([O:15][P:13]([CH:12]([P:21]([O:26][CH2:27][CH3:28])([O:23][CH2:24][CH3:25])=[O:22])[CH2:11][CH2:10][CH2:9][C:8]([O:7][CH2:6][O:5][C:1]([Cl:34])=[O:30])=[O:29])([O:18][CH2:19][CH3:20])=[O:14])[CH3:17]. (5) Given the reactants [C:1]([O:5][C:6](=[O:14])[NH:7][CH:8]1[CH2:13][CH2:12][NH:11][CH2:10][CH2:9]1)([CH3:4])([CH3:3])[CH3:2].[Cl:15][C:16]1[C:21]([C:22]([F:25])([F:24])[F:23])=[CH:20][CH:19]=[C:18](Cl)[N:17]=1.C(=O)([O-])[O-].[Cs+].[Cs+].O, predict the reaction product. The product is: [C:1]([O:5][C:6](=[O:14])[NH:7][CH:8]1[CH2:13][CH2:12][N:11]([C:18]2[CH:19]=[CH:20][C:21]([C:22]([F:24])([F:25])[F:23])=[C:16]([Cl:15])[N:17]=2)[CH2:10][CH2:9]1)([CH3:4])([CH3:2])[CH3:3]. (6) The product is: [Cl:51][C:52]1[CH:57]=[CH:56][CH:55]=[CH:54][C:53]=1[C:58]([C:59]1[CH:64]=[CH:63][CH:62]=[CH:61][CH:60]=1)=[O:65]. Given the reactants [N-](S(C(F)(F)F)(=O)=O)S(C(F)(F)F)(=O)=O.[N-](S(C(F)(F)F)(=O)=O)S(C(F)(F)F)(=O)=O.C([N+]1C=CN(C)C=1)CCC.C([N+]1C=CN(C)C=1)CCC.[Cl:51][C:52]1[CH:57]=[CH:56][CH:55]=[CH:54][CH:53]=1.[C:58](Cl)(=[O:65])[C:59]1[CH:64]=[CH:63][CH:62]=[CH:61][CH:60]=1, predict the reaction product. (7) Given the reactants [Cl:1][C:2]1[CH:7]=[CH:6][C:5]([S:8]([OH:11])(=[O:10])=O)=[CH:4][CH:3]=1.[Cl-].Cl[CH2:14][C:15]1[CH:20]=[CH:19][CH:18]=[CH:17][NH+:16]=1.C([O-])(=O)C.[Na+].C(O)CCC, predict the reaction product. The product is: [Cl:1][C:2]1[CH:3]=[CH:4][C:5]([S:8]([CH2:14][C:15]2[CH:20]=[CH:19][CH:18]=[CH:17][N:16]=2)(=[O:10])=[O:11])=[CH:6][CH:7]=1. (8) Given the reactants [Cl:1][C:2]1[N:10]=[C:9]2[C:5]([N:6]=[C:7]([CH2:12][CH:13]=O)[N:8]2[CH3:11])=[C:4]([N:15]2[CH2:20][CH2:19][O:18][CH2:17][CH2:16]2)[N:3]=1.[CH:21]([N:24]1[CH2:29][CH2:28][NH:27][CH2:26][C:25]1=[O:30])([CH3:23])[CH3:22].C(O[BH-](OC(=O)C)OC(=O)C)(=O)C.[Na+], predict the reaction product. The product is: [Cl:1][C:2]1[N:10]=[C:9]2[C:5]([N:6]=[C:7]([CH2:12][CH2:13][N:27]3[CH2:28][CH2:29][N:24]([CH:21]([CH3:23])[CH3:22])[C:25](=[O:30])[CH2:26]3)[N:8]2[CH3:11])=[C:4]([N:15]2[CH2:20][CH2:19][O:18][CH2:17][CH2:16]2)[N:3]=1. (9) Given the reactants [CH3:1][C:2](=[O:7])[CH2:3][C:4](=[O:6])[CH3:5].Br[CH2:9][C:10]1[CH:15]=[CH:14][C:13]([F:16])=[C:12]([Cl:17])[CH:11]=1.[Na+].[Cl-].Cl, predict the reaction product. The product is: [Cl:17][C:12]1[CH:11]=[C:10]([CH:15]=[CH:14][C:13]=1[F:16])[CH2:9][CH:3]([C:2](=[O:7])[CH3:1])[C:4](=[O:6])[CH3:5]. (10) Given the reactants C(N(CC)C(C)C)(C)C.F[C:11]1[CH:21]=[C:20]([N+:22]([O-:24])=[O:23])[CH:19]=[CH:18][C:12]=1[C:13]([N:15]([CH3:17])[NH2:16])=[O:14], predict the reaction product. The product is: [CH3:17][N:15]1[C:13](=[O:14])[C:12]2[C:18](=[CH:19][C:20]([N+:22]([O-:24])=[O:23])=[CH:21][CH:11]=2)[NH:16]1.